Dataset: hERG Central: cardiac toxicity at 1µM, 10µM, and general inhibition. Task: Predict hERG channel inhibition at various concentrations. The drug is CCCCCNc1nc(NCCCO)c(C#N)c2c1CN(C)CC2. Results: hERG_inhib (hERG inhibition (general)): blocker.